Dataset: Forward reaction prediction with 1.9M reactions from USPTO patents (1976-2016). Task: Predict the product of the given reaction. Given the reactants Br[CH2:2][C:3]1[N:4]([CH3:28])[C:5]2[C:10]([N:11]=1)=[C:9]([N:12]1[CH2:17][CH2:16][O:15][CH2:14][CH2:13]1)[N:8]=[C:7]([N:18]1[C:22]3[CH:23]=[CH:24][CH:25]=[CH:26][C:21]=3[N:20]=[C:19]1[CH3:27])[N:6]=2.[CH:29]([N:32]1[CH2:37][CH2:36][NH:35][CH2:34][CH2:33]1)([CH3:31])[CH3:30], predict the reaction product. The product is: [CH:29]([N:32]1[CH2:37][CH2:36][N:35]([CH2:2][C:3]2[N:4]([CH3:28])[C:5]3[C:10]([N:11]=2)=[C:9]([N:12]2[CH2:17][CH2:16][O:15][CH2:14][CH2:13]2)[N:8]=[C:7]([N:18]2[C:22]4[CH:23]=[CH:24][CH:25]=[CH:26][C:21]=4[N:20]=[C:19]2[CH3:27])[N:6]=3)[CH2:34][CH2:33]1)([CH3:31])[CH3:30].